Predict which catalyst facilitates the given reaction. From a dataset of Catalyst prediction with 721,799 reactions and 888 catalyst types from USPTO. (1) Reactant: O[CH:2](OC)[C@H:3]1[CH2:8][CH2:7][C@H:6]([N:9]2[C:14]3[C:15]4[CH:21]=[CH:20][N:19]([CH2:22][O:23][CH2:24][CH2:25][Si:26]([CH3:29])([CH3:28])[CH3:27])[C:16]=4[N:17]=[CH:18][C:13]=3[C:12](=[O:30])[N:11]=[CH:10]2)[CH2:5][CH2:4]1.[F:33][C:34]([F:40])([F:39])[C:35]1([NH2:38])[CH2:37][CH2:36]1.B.N1C=CC=CC=1C.[BH4-].[Na+].[Cl-].[NH4+]. Product: [F:33][C:34]([F:40])([F:39])[C:35]1([NH:38][CH2:2][C@H:3]2[CH2:4][CH2:5][C@H:6]([N:9]3[C:14]4[C:15]5[CH:21]=[CH:20][N:19]([CH2:22][O:23][CH2:24][CH2:25][Si:26]([CH3:28])([CH3:27])[CH3:29])[C:16]=5[N:17]=[CH:18][C:13]=4[C:12](=[O:30])[NH:11][CH2:10]3)[CH2:7][CH2:8]2)[CH2:37][CH2:36]1. The catalyst class is: 5. (2) Reactant: C([N:8]1[CH2:13][CH2:12][CH:11]([NH:14][C:15]2[CH:20]=[CH:19][CH:18]=[C:17]([NH:21][C:22]([O:24][C:25]([CH3:28])([CH3:27])[CH3:26])=[O:23])[CH:16]=2)[CH2:10][CH2:9]1)C1C=CC=CC=1. Product: [C:25]([O:24][C:22]([NH:21][C:17]1[CH:16]=[C:15]([NH:14][CH:11]2[CH2:10][CH2:9][NH:8][CH2:13][CH2:12]2)[CH:20]=[CH:19][CH:18]=1)=[O:23])([CH3:28])([CH3:26])[CH3:27]. The catalyst class is: 129. (3) Reactant: [Br:1][C:2]1[CH:7]=[CH:6][C:5]([N:8]2[C:12](=[O:13])[NH:11][N:10]=[CH:9]2)=[C:4]([F:14])[CH:3]=1.[H-].[Na+].CS(O[C@H:22]1[CH2:26][CH2:25][O:24][CH2:23]1)(=O)=O. Product: [Br:1][C:2]1[CH:7]=[CH:6][C:5]([N:8]2[C:12](=[O:13])[N:11]([C@@H:22]3[CH2:26][CH2:25][O:24][CH2:23]3)[N:10]=[CH:9]2)=[C:4]([F:14])[CH:3]=1. The catalyst class is: 9. (4) Reactant: [CH2:1]1[C:6]2[NH:7][C:8]3[C:13]([C:5]=2[CH2:4][CH2:3][NH:2]1)=[CH:12][CH:11]=[CH:10][CH:9]=3.[C:14](O)(=[O:21])[C:15]1[CH:20]=[CH:19][CH:18]=[CH:17][CH:16]=1.O.ON1C2C=CC=CC=2N=N1.C(N(C(C)C)CC)(C)C.C(Cl)CCl. Product: [C:14]([N:2]1[CH2:3][CH2:4][C:5]2[C:13]3[C:8](=[CH:9][CH:10]=[CH:11][CH:12]=3)[NH:7][C:6]=2[CH2:1]1)(=[O:21])[C:15]1[CH:20]=[CH:19][CH:18]=[CH:17][CH:16]=1. The catalyst class is: 18. (5) Reactant: C(OC([N:8]1[CH2:12][CH2:11][CH2:10][C@H:9]1[CH2:13][O:14][C:15]1[CH:24]=[CH:23][C:18]([C:19]([O:21][CH3:22])=[O:20])=[CH:17][C:16]=1[C:25]([O:27][CH3:28])=[O:26])=O)(C)(C)C.C(O)(C(F)(F)F)=O. Product: [NH:8]1[CH2:12][CH2:11][CH2:10][C@H:9]1[CH2:13][O:14][C:15]1[CH:24]=[CH:23][C:18]([C:19]([O:21][CH3:22])=[O:20])=[CH:17][C:16]=1[C:25]([O:27][CH3:28])=[O:26]. The catalyst class is: 2. (6) Reactant: [Br:1][C:2]1[CH:6]=[C:5]([C:7]([OH:9])=O)[N:4]([C:10]2[C:15]([Cl:16])=[CH:14][CH:13]=[CH:12][N:11]=2)[N:3]=1.[C:17]([C:19]1[CH:30]=[C:29]([CH3:31])[C:22]2[NH:23]C(=O)[O:25][C:26](=O)[C:21]=2[CH:20]=1)#[N:18].N1C=CC=C(C)C=1.CS(Cl)(=O)=O. Product: [Br:1][C:2]1[CH:6]=[C:5]([C:7]2[O:9][C:26](=[O:25])[C:21]3[CH:20]=[C:19]([C:17]#[N:18])[CH:30]=[C:29]([CH3:31])[C:22]=3[N:23]=2)[N:4]([C:10]2[C:15]([Cl:16])=[CH:14][CH:13]=[CH:12][N:11]=2)[N:3]=1. The catalyst class is: 47. (7) Reactant: Br[C:2]1[N:7]=[C:6]2[N:8]([CH:12]([CH2:15][CH3:16])[CH2:13][CH3:14])[C:9]([OH:11])=[N:10][C:5]2=[N:4][CH:3]=1.CN1C[CH2:21][CH2:20][C:19]1=O.C(N(CC)CC)C.C([Sn](CCCC)(CCCC)/C=C/C)CCC. Product: [CH3:14][CH2:13][CH:12]([N:8]1[C:6]2=[N:7][C:2](/[CH:19]=[CH:20]/[CH3:21])=[CH:3][N:4]=[C:5]2[N:10]=[C:9]1[OH:11])[CH2:15][CH3:16]. The catalyst class is: 518. (8) Reactant: OC(C)(C)[C:3]([NH:6][C:7](=[O:13])[O:8][C:9]([CH3:12])([CH3:11])C)([CH3:5])[CH3:4].CC([O-])(C)C.[K+]. Product: [CH3:5][C:3]1([CH3:4])[C:9]([CH3:11])([CH3:12])[O:8][C:7](=[O:13])[NH:6]1. The catalyst class is: 1. (9) Reactant: C(OC([N:8]1[CH2:13][CH2:12][CH:11]([CH2:14][N:15]2[CH2:20][CH2:19][N:18]([S:21]([C:24]3[O:25][C:26]4[CH:32]=[CH:31][C:30]([Cl:33])=[CH:29][C:27]=4[CH:28]=3)(=[O:23])=[O:22])[CH2:17][C:16]2=[O:34])[CH2:10][CH2:9]1)=O)(C)(C)C.Cl. Product: [ClH:33].[Cl:33][C:30]1[CH:31]=[CH:32][C:26]2[O:25][C:24]([S:21]([N:18]3[CH2:19][CH2:20][N:15]([CH2:14][CH:11]4[CH2:10][CH2:9][NH:8][CH2:13][CH2:12]4)[C:16](=[O:34])[CH2:17]3)(=[O:23])=[O:22])=[CH:28][C:27]=2[CH:29]=1. The catalyst class is: 370.